From a dataset of NCI-60 drug combinations with 297,098 pairs across 59 cell lines. Regression. Given two drug SMILES strings and cell line genomic features, predict the synergy score measuring deviation from expected non-interaction effect. (1) Drug 1: CCC1(CC2CC(C3=C(CCN(C2)C1)C4=CC=CC=C4N3)(C5=C(C=C6C(=C5)C78CCN9C7C(C=CC9)(C(C(C8N6C=O)(C(=O)OC)O)OC(=O)C)CC)OC)C(=O)OC)O.OS(=O)(=O)O. Drug 2: CC1CCCC2(C(O2)CC(NC(=O)CC(C(C(=O)C(C1O)C)(C)C)O)C(=CC3=CSC(=N3)C)C)C. Cell line: HCC-2998. Synergy scores: CSS=56.6, Synergy_ZIP=3.74, Synergy_Bliss=4.97, Synergy_Loewe=-6.59, Synergy_HSA=7.09. (2) Drug 1: CC1=C(C(CCC1)(C)C)C=CC(=CC=CC(=CC(=O)O)C)C. Drug 2: CCN(CC)CCNC(=O)C1=C(NC(=C1C)C=C2C3=C(C=CC(=C3)F)NC2=O)C. Cell line: TK-10. Synergy scores: CSS=0.455, Synergy_ZIP=-2.30, Synergy_Bliss=-2.88, Synergy_Loewe=-2.79, Synergy_HSA=-2.45.